This data is from Reaction yield outcomes from USPTO patents with 853,638 reactions. The task is: Predict the reaction yield, written as a fraction of the theoretical maximum amount of product (1.0 means a 100% yield; for example, 0.34 means a 34% yield). (1) The yield is 1.06. The catalyst is C1COCC1. The reactants are [Li+].C[Si]([N-][Si](C)(C)C)(C)C.C(OP([CH2:19][C:20]([O:22][CH2:23][CH3:24])=[O:21])(OCC)=O)C.[Cl:25][C:26]1[CH:43]=[CH:42][C:29]2[N:30]([C:35]([O:37][C:38]([CH3:41])([CH3:40])[CH3:39])=[O:36])[CH:31](O)[CH2:32][O:33][C:28]=2[CH:27]=1.O. The product is [Cl:25][C:26]1[CH:43]=[CH:42][C:29]2[N:30]([C:35]([O:37][C:38]([CH3:39])([CH3:40])[CH3:41])=[O:36])[CH:31]([CH2:19][C:20]([O:22][CH2:23][CH3:24])=[O:21])[CH2:32][O:33][C:28]=2[CH:27]=1. (2) The catalyst is CC#N. The yield is 0.540. The product is [CH3:31][C:18]1[C:19]([CH3:30])=[C:20]([C:22]2[CH:27]=[CH:26][NH:25][C:24](=[O:28])[CH:23]=2)[N:21]=[C:16]([NH:15][C:13]([CH:10]2[CH2:11][CH2:12]2)=[O:14])[CH:17]=1. The reactants are O1C2C=CC([C:10]3([C:13]([NH:15][C:16]4[N:21]=[C:20]([C:22]5[CH:27]=[CH:26][N:25]=[C:24]([O:28]C)[CH:23]=5)[C:19]([CH3:30])=[C:18]([CH3:31])[CH:17]=4)=[O:14])[CH2:12][CH2:11]3)=CC=2CC1.[Si](I)(C)(C)C.CO.C(OCC)(=O)C. (3) The reactants are [H-].[Na+].CN(C=O)C.[O:8]=[C:9]1[CH:18]=[C:17]([CH:19]=[O:20])[C:16]2[C:11](=[CH:12][CH:13]=[CH:14][CH:15]=2)[NH:10]1.[Cl:21][C:22]1[CH:29]=[CH:28][C:25]([CH2:26]Br)=[CH:24][CH:23]=1. The catalyst is C(OCC)(=O)C.O. The product is [Cl:21][C:22]1[CH:29]=[CH:28][C:25]([CH2:26][N:10]2[C:11]3[C:16](=[CH:15][CH:14]=[CH:13][CH:12]=3)[C:17]([CH:19]=[O:20])=[CH:18][C:9]2=[O:8])=[CH:24][CH:23]=1. The yield is 0.470. (4) The reactants are [Br:1][C:2]1[CH:3]=[CH:4][C:5](Cl)=[N:6][CH:7]=1.[NH:9]1[CH2:13][CH2:12][CH2:11][CH2:10]1.C([O-])([O-])=O.[K+].[K+]. The catalyst is CN(C=O)C.C(Cl)Cl.O. The product is [Br:1][C:2]1[CH:3]=[CH:4][C:5]([N:9]2[CH2:13][CH2:12][CH2:11][CH2:10]2)=[N:6][CH:7]=1. The yield is 0.640. (5) The reactants are [C:1]([O:5][C:6](=[O:17])[C:7]([O-])=[CH:8][C:9]([C:11]1[O:12][CH:13]=[CH:14][CH:15]=1)=O)([CH3:4])([CH3:3])[CH3:2].[Li+].Cl.[F:20][C:21]1[CH:28]=[CH:27][C:26]([NH:29][NH2:30])=[CH:25][C:22]=1[C:23]#[N:24]. The catalyst is C(O)(=O)C. The product is [C:23]([C:22]1[CH:25]=[C:26]([N:29]2[C:9]([C:11]3[O:12][CH:13]=[CH:14][CH:15]=3)=[CH:8][C:7]([C:6]([O:5][C:1]([CH3:4])([CH3:3])[CH3:2])=[O:17])=[N:30]2)[CH:27]=[CH:28][C:21]=1[F:20])#[N:24]. The yield is 0.950. (6) The reactants are [N+:1]([C:4]1[CH:23]=[CH:22][C:7]([CH2:8][CH:9]([P:16](=[O:21])([O:19][CH3:20])[O:17][CH3:18])[P:10](=[O:15])([O:13][CH3:14])[O:11][CH3:12])=[CH:6][CH:5]=1)([O-])=O. The catalyst is CCO.O=[Pt]=O. The product is [NH2:1][C:4]1[CH:5]=[CH:6][C:7]([CH2:8][CH:9]([P:16](=[O:21])([O:19][CH3:20])[O:17][CH3:18])[P:10](=[O:15])([O:13][CH3:14])[O:11][CH3:12])=[CH:22][CH:23]=1. The yield is 1.03. (7) The reactants are [CH3:1][C:2]1[N:3]=[C:4]([NH2:7])[S:5][CH:6]=1.[CH3:8][C:9]([O:12][C:13](O[C:13]([O:12][C:9]([CH3:11])([CH3:10])[CH3:8])=[O:14])=[O:14])([CH3:11])[CH3:10].CCN(CC)CC. The catalyst is C1COCC1.CN(C1C=CN=CC=1)C. The product is [CH3:1][C:2]1[N:3]=[C:4]([NH:7][C:13](=[O:14])[O:12][C:9]([CH3:11])([CH3:10])[CH3:8])[S:5][CH:6]=1. The yield is 0.660.